This data is from Full USPTO retrosynthesis dataset with 1.9M reactions from patents (1976-2016). The task is: Predict the reactants needed to synthesize the given product. Given the product [CH3:1][O:2][C:3]1[CH:4]=[CH:5][C:6]2[O:10][C:9]([C:11]([NH:21][CH:18]([CH2:17][CH:16]([CH3:22])[CH3:15])[CH2:19][CH3:20])=[O:13])=[CH:8][C:7]=2[CH:14]=1, predict the reactants needed to synthesize it. The reactants are: [CH3:1][O:2][C:3]1[CH:4]=[CH:5][C:6]2[O:10][C:9]([C:11]([OH:13])=O)=[CH:8][C:7]=2[CH:14]=1.[CH3:15][CH:16]([CH3:22])[CH2:17][CH:18]([NH2:21])[CH2:19][CH3:20].